From a dataset of Reaction yield outcomes from USPTO patents with 853,638 reactions. Predict the reaction yield, written as a fraction of the theoretical maximum amount of product (1.0 means a 100% yield; for example, 0.34 means a 34% yield). (1) The reactants are [Cl:1][C:2]1[CH:3]=[CH:4][C:5]([N:8]2[CH:12]=[C:11]([CH2:13][CH2:14][CH2:15][O:16][C:17]3[C:22]([CH2:23][CH3:24])=[CH:21][CH:20]=[CH:19][C:18]=3[CH2:25][C:26]([O:28]C)=[O:27])[C:10]([CH:30]([CH3:32])[CH3:31])=[N:9]2)=[N:6][CH:7]=1.[OH-].[Na+].O1CCCC1.Cl. The catalyst is CO. The product is [Cl:1][C:2]1[CH:3]=[CH:4][C:5]([N:8]2[CH:12]=[C:11]([CH2:13][CH2:14][CH2:15][O:16][C:17]3[C:22]([CH2:23][CH3:24])=[CH:21][CH:20]=[CH:19][C:18]=3[CH2:25][C:26]([OH:28])=[O:27])[C:10]([CH:30]([CH3:31])[CH3:32])=[N:9]2)=[N:6][CH:7]=1. The yield is 0.620. (2) The reactants are [C:1]([C:3]1[C:12]2[C:7](=[CH:8][CH:9]=[CH:10][CH:11]=2)[C:6](F)=[CH:5][CH:4]=1)#[N:2].[OH:14][C:15]1([C:21]2[CH:26]=[CH:25][CH:24]=[CH:23][CH:22]=2)[CH2:20][CH2:19][NH:18][CH2:17][CH2:16]1. The catalyst is N1C=CC=CC=1. The product is [OH:14][C:15]1([C:21]2[CH:26]=[CH:25][CH:24]=[CH:23][CH:22]=2)[CH2:20][CH2:19][N:18]([C:6]2[C:7]3[C:12](=[CH:11][CH:10]=[CH:9][CH:8]=3)[C:3]([C:1]#[N:2])=[CH:4][CH:5]=2)[CH2:17][CH2:16]1. The yield is 0.360. (3) The reactants are [Br:1][C:2]1[CH:9]=[CH:8][CH:7]=[CH:6][C:3]=1[CH:4]=[O:5].[CH2:10](O)[CH2:11][OH:12]. The catalyst is C1(C)C=CC=CC=1.O.C1(C)C=CC(S(O)(=O)=O)=CC=1. The product is [Br:1][C:2]1[CH:9]=[CH:8][CH:7]=[CH:6][C:3]=1[CH:4]1[O:12][CH2:11][CH2:10][O:5]1. The yield is 0.950. (4) The product is [Cl:15][C:16]1[CH:21]=[C:20]([C:2]2[CH:14]=[CH:13][C:5]3[NH:6][C:7](=[O:12])[O:8][C:9]([CH3:11])([CH3:10])[C:4]=3[CH:3]=2)[CH:19]=[CH:18][CH:17]=1. The reactants are Br[C:2]1[CH:14]=[CH:13][C:5]2[NH:6][C:7](=[O:12])[O:8][C:9]([CH3:11])([CH3:10])[C:4]=2[CH:3]=1.[Cl:15][C:16]1[CH:17]=[C:18](B(O)O)[CH:19]=[CH:20][CH:21]=1.C(=O)([O-])[O-].[Na+].[Na+]. The yield is 0.820. The catalyst is COCCOC.O.[Pd].C1(P(C2C=CC=CC=2)C2C=CC=CC=2)C=CC=CC=1.C1(P(C2C=CC=CC=2)C2C=CC=CC=2)C=CC=CC=1.C1(P(C2C=CC=CC=2)C2C=CC=CC=2)C=CC=CC=1.C1(P(C2C=CC=CC=2)C2C=CC=CC=2)C=CC=CC=1.